This data is from Forward reaction prediction with 1.9M reactions from USPTO patents (1976-2016). The task is: Predict the product of the given reaction. (1) The product is: [CH3:1][O:2][C:3]([CH2:4][O:5][C:6]1[CH:11]=[C:10]([CH3:12])[C:9]([C:13]2[NH:17][C:18]3[CH:19]=[C:20]([C:21]([OH:23])=[O:22])[CH:24]=[CH:25][C:26]=3[N:27]=2)=[C:8]([CH3:15])[CH:7]=1)=[O:16]. Given the reactants [CH3:1][O:2][C:3](=[O:16])[CH2:4][O:5][C:6]1[CH:11]=[C:10]([CH3:12])[C:9]([CH:13]=O)=[C:8]([CH3:15])[CH:7]=1.[NH2:17][C:18]1[CH:19]=[C:20]([CH:24]=[CH:25][C:26]=1[NH2:27])[C:21]([OH:23])=[O:22], predict the reaction product. (2) Given the reactants [OH:1][CH2:2][C@H:3]1[CH2:8][O:7][CH:6]([CH2:9][NH:10][C:11](=[O:17])[O:12][C:13]([CH3:16])([CH3:15])[CH3:14])[CH2:5][CH2:4]1.[F:18][C:19]1[CH:20]=[C:21](O)[CH:22]=[CH:23][C:24]=1[F:25].C1C=CC(P(C2C=CC=CC=2)C2C=CC=CC=2)=CC=1.CC(OC(/N=N/C(OC(C)C)=O)=O)C, predict the reaction product. The product is: [F:18][C:19]1[CH:20]=[C:21]([CH:22]=[CH:23][C:24]=1[F:25])[O:1][CH2:2][C@H:3]1[CH2:8][O:7][C@@H:6]([CH2:9][NH:10][C:11](=[O:17])[O:12][C:13]([CH3:14])([CH3:16])[CH3:15])[CH2:5][CH2:4]1. (3) Given the reactants Cl[S:2]([C:5]1[S:6][C:7]([C:10]2[CH:15]=[CH:14][CH:13]=[CH:12][C:11]=2[O:16][CH3:17])=[CH:8][CH:9]=1)(=[O:4])=[O:3].[NH2:18][C:19]1[O:23][N:22]=[C:21]([CH3:24])[C:20]=1[Br:25], predict the reaction product. The product is: [Br:25][C:20]1[C:21]([CH3:24])=[N:22][O:23][C:19]=1[NH:18][S:2]([C:5]1[S:6][C:7]([C:10]2[CH:15]=[CH:14][CH:13]=[CH:12][C:11]=2[O:16][CH3:17])=[CH:8][CH:9]=1)(=[O:4])=[O:3]. (4) Given the reactants [CH2:1]([O:5][C:6]([CH:8]([O:15][C:16](=[O:26])[CH2:17][P:18]([O:23][CH2:24][CH3:25])([O:20][CH2:21][CH3:22])=[O:19])[O:9][C:10](SCC)=[O:11])=[O:7])[CH2:2][CH2:3][CH3:4].C(OC(C(OC(=O)C(C)C)OC(SCC)=O)=O)C.S(Cl)([Cl:48])(=O)=O, predict the reaction product. The product is: [CH2:1]([O:5][C:6]([CH:8]([O:15][C:16](=[O:26])[CH2:17][P:18]([O:23][CH2:24][CH3:25])([O:20][CH2:21][CH3:22])=[O:19])[O:9][C:10]([Cl:48])=[O:11])=[O:7])[CH2:2][CH2:3][CH3:4]. (5) Given the reactants [C:15]1(C)[CH:16]=[CH:17]C(S([O-])(=[O:8])=[O:8])=[CH:13][CH:14]=1.[NH+]1[CH:17]=[CH:16][CH:15]=[CH:14][CH:13]=1.[CH2:18]([OH:20])[CH3:19], predict the reaction product. The product is: [CH2:18]([O:20][CH:17]1[CH2:16][CH2:15][CH2:14][CH2:13][O:8]1)[CH3:19].